Dataset: Full USPTO retrosynthesis dataset with 1.9M reactions from patents (1976-2016). Task: Predict the reactants needed to synthesize the given product. (1) Given the product [Br:8][C:9]1[CH:10]=[C:11]2[C:12]([O:13][C:14]3[CH:22]=[C:21]([F:23])[C:20]([O:24][CH3:25])=[CH:19][C:15]=3[C:16]2=[O:18])=[CH:26][CH:27]=1, predict the reactants needed to synthesize it. The reactants are: N#N.OS(O)(=O)=O.[Br:8][C:9]1[CH:27]=[CH:26][C:12]([O:13][C:14]2[CH:22]=[C:21]([F:23])[C:20]([O:24][CH3:25])=[CH:19][C:15]=2[C:16]([OH:18])=O)=[CH:11][CH:10]=1. (2) Given the product [CH3:8][C:7]1[C:2]([N:31]2[C:36]3[C:37](=[CH:38][C:39]([CH3:43])=[CH:40][CH:41]=3)[CH2:44][CH2:35]2)=[N:3][C:4]2[N:5]([N:10]=[CH:11][CH:12]=2)[C:6]=1[N:13]([CH2:21][CH2:20][CH3:19])[CH2:14][CH2:15][CH3:16], predict the reactants needed to synthesize it. The reactants are: Cl[C:2]1[C:7]([CH3:8])=[C:6](Cl)[N:5]2[N:10]=[CH:11][CH:12]=[C:4]2[N:3]=1.[NH:13]1[C:21]2[C:16](=CC=[CH:19][CH:20]=2)[CH2:15][CH2:14]1.Cl.C1(C)C=C(C)C=C(C)C=1[N+:31]1([C:36]2[C:41](C)=[CH:40][C:39]([CH3:43])=[CH:38][C:37]=2[CH3:44])[CH:35]=CN=C1.[Na].[Cl-].[NH4+]. (3) The reactants are: C(O[C:6](=[O:40])[NH:7][C@H:8]([C:18]1[C:23]([C:24]2[CH:25]=[CH:26][C:27]([Cl:39])=[C:28]3[C:32]=2[N:31]([CH3:33])[N:30]=[C:29]3[NH:34][S:35]([CH3:38])(=[O:37])=[O:36])=[CH:22][CH:21]=[CH:20][N:19]=1)[CH2:9][C:10]1[CH:15]=[C:14]([F:16])[CH:13]=[C:12]([F:17])[CH:11]=1)(C)(C)C.[F:41][C:42]([F:47])([F:46])C(O)=O.FC(F)(F)C(OC(=O)C(F)(F)F)=O. Given the product [Cl:39][C:27]1[CH:26]=[CH:25][C:24]([C:23]2[C:18]([C@@H:8]([NH:7][C:6](=[O:40])[C:42]([F:47])([F:46])[F:41])[CH2:9][C:10]3[CH:15]=[C:14]([F:16])[CH:13]=[C:12]([F:17])[CH:11]=3)=[N:19][CH:20]=[CH:21][CH:22]=2)=[C:32]2[C:28]=1[C:29]([NH:34][S:35]([CH3:38])(=[O:36])=[O:37])=[N:30][N:31]2[CH3:33], predict the reactants needed to synthesize it. (4) Given the product [CH2:1]([C@H:8]1[CH2:19][CH:18]=[CH:17][CH2:16][C@@H:15]([CH2:20][C:21]([NH:56][CH2:55][C:54]2[CH:57]=[CH:58][C:51]([Cl:50])=[CH:52][CH:53]=2)=[O:22])[C:14](=[O:28])[O:13][CH2:12][C@@H:11]([C:29]2[CH:34]=[CH:33][CH:32]=[CH:31][CH:30]=2)[NH:10][C:9]1=[O:35])[C:2]1[CH:7]=[CH:6][CH:5]=[CH:4][CH:3]=1, predict the reactants needed to synthesize it. The reactants are: [CH2:1]([C@H:8]1[CH2:19][CH:18]=[CH:17][CH2:16][C@@H:15]([CH2:20][C:21](OC(C)(C)C)=[O:22])[C:14](=[O:28])[O:13][CH2:12][C@@H:11]([C:29]2[CH:34]=[CH:33][CH:32]=[CH:31][CH:30]=2)[NH:10][C:9]1=[O:35])[C:2]1[CH:7]=[CH:6][CH:5]=[CH:4][CH:3]=1.[SiH](CC)(CC)CC.FC(F)(F)C(O)=O.[Cl:50][C:51]1[CH:58]=[CH:57][C:54]([CH2:55][NH2:56])=[CH:53][CH:52]=1. (5) Given the product [O:32]1[C:31]2[CH:35]=[CH:36][C:28]([C:27]3[C:12]4[CH2:13][NH:8][CH2:9][CH2:10][C:11]=4[N:22]([CH2:15][C:16]4[CH:21]=[CH:20][CH:19]=[CH:18][CH:17]=4)[CH:26]=3)=[CH:29][C:30]=2[O:34][CH2:33]1, predict the reactants needed to synthesize it. The reactants are: C(OC([N:8]1[CH2:13][CH2:12][C:11](=O)[CH2:10][CH2:9]1)=O)(C)(C)C.[CH2:15]([NH2:22])[C:16]1[CH:21]=[CH:20][CH:19]=[CH:18][CH:17]=1.[N+]([CH:26]=[CH:27][C:28]1[CH:36]=[CH:35][C:31]2[O:32][CH2:33][O:34][C:30]=2[CH:29]=1)([O-])=O. (6) Given the product [CH3:1][O:2][C:3](=[O:20])[C:4]1[CH:9]=[CH:8][CH:7]=[C:6]([CH:10]=[CH:11][C:12]2[CH:17]=[CH:16][C:15]([O:18][CH2:34][C:33]3[N:29]([C:23]4[C:22]([Cl:21])=[CH:27][CH:26]=[CH:25][C:24]=4[Cl:28])[N:30]=[N:31][C:32]=3[CH:36]([CH3:38])[CH3:37])=[CH:14][C:13]=2[CH3:19])[CH:5]=1, predict the reactants needed to synthesize it. The reactants are: [CH3:1][O:2][C:3](=[O:20])[C:4]1[CH:9]=[CH:8][CH:7]=[C:6]([CH:10]=[CH:11][C:12]2[CH:17]=[CH:16][C:15]([OH:18])=[CH:14][C:13]=2[CH3:19])[CH:5]=1.[Cl:21][C:22]1[CH:27]=[CH:26][CH:25]=[C:24]([Cl:28])[C:23]=1[N:29]1[C:33]([CH2:34]O)=[C:32]([CH:36]([CH3:38])[CH3:37])[N:31]=[N:30]1.C1(P(C2C=CC=CC=2)C2C=CC=CC=2)C=CC=CC=1.N(C(OCC)=O)=NC(OCC)=O. (7) Given the product [CH3:22][N:6]1[C:5]2[S:23][C:2]([O:35][C:31]3[CH:32]=[CH:33][CH:34]=[C:29]([O:28][C:27]([F:26])([F:36])[F:37])[CH:30]=3)=[C:3]([CH:24]=[O:25])[C:4]=2[C:9](=[O:10])[N:8]([CH2:11][CH2:12][CH2:13][O:14][CH:15]2[CH2:20][CH2:19][CH2:18][CH2:17][O:16]2)[C:7]1=[O:21], predict the reactants needed to synthesize it. The reactants are: Br[C:2]1[S:23][C:5]2[N:6]([CH3:22])[C:7](=[O:21])[N:8]([CH2:11][CH2:12][CH2:13][O:14][CH:15]3[CH2:20][CH2:19][CH2:18][CH2:17][O:16]3)[C:9](=[O:10])[C:4]=2[C:3]=1[CH:24]=[O:25].[F:26][C:27]([F:37])([F:36])[O:28][C:29]1[CH:30]=[C:31]([OH:35])[CH:32]=[CH:33][CH:34]=1.C([O-])([O-])=O.[K+].[K+]. (8) Given the product [C:1]([C:5]1[CH:31]=[CH:30][C:8]([C:9]([NH:11][C:12]2[CH:28]=[C:27]([NH:29][C:35](=[O:36])[CH2:34][O:33][CH3:32])[CH:26]=[CH:25][C:13]=2[C:14]([NH:16][C:17]2[CH:22]=[CH:21][C:20]([O:23][CH3:24])=[CH:19][CH:18]=2)=[O:15])=[O:10])=[CH:7][CH:6]=1)([CH3:4])([CH3:2])[CH3:3], predict the reactants needed to synthesize it. The reactants are: [C:1]([C:5]1[CH:31]=[CH:30][C:8]([C:9]([NH:11][C:12]2[CH:28]=[C:27]([NH2:29])[CH:26]=[CH:25][C:13]=2[C:14]([NH:16][C:17]2[CH:22]=[CH:21][C:20]([O:23][CH3:24])=[CH:19][CH:18]=2)=[O:15])=[O:10])=[CH:7][CH:6]=1)([CH3:4])([CH3:3])[CH3:2].[CH3:32][O:33][CH2:34][C:35](Cl)=[O:36]. (9) Given the product [C:36]([O:40][C:41]([NH:43][C@@H:44]([CH2:48][CH3:49])[C:45]([N:23]1[C:31]2[C:26](=[CH:27][CH:28]=[CH:29][CH:30]=2)[CH2:25][C@H:24]1[C:32]([O:34][CH3:35])=[O:33])=[O:46])=[O:42])([CH3:39])([CH3:38])[CH3:37], predict the reactants needed to synthesize it. The reactants are: C(N(CC)CC)C.O=C1N(P(Cl)(N2CCOC2=O)=O)CCO1.[NH:23]1[C:31]2[C:26](=[CH:27][CH:28]=[CH:29][CH:30]=2)[CH2:25][CH:24]1[C:32]([O:34][CH3:35])=[O:33].[C:36]([O:40][C:41]([NH:43][C@@H:44]([CH2:48][CH3:49])[C:45](O)=[O:46])=[O:42])([CH3:39])([CH3:38])[CH3:37].